Task: Predict the reactants needed to synthesize the given product.. Dataset: Full USPTO retrosynthesis dataset with 1.9M reactions from patents (1976-2016) (1) Given the product [C:1]([O:5][C:6](=[O:8])[CH3:7])([CH3:4])([CH3:3])[CH3:2].[CH3:26][C:23]([CH3:24])([CH3:25])[C:22](=[O:27])[CH2:21][O:20][C:17]1[CH:18]=[CH:19][C:14]([C:11]([C:29]2[S:33][C:32]([S:34]([NH2:37])(=[O:36])=[O:35])=[C:31]([CH3:38])[CH:30]=2)([CH2:9][CH3:10])[CH2:12][CH3:13])=[CH:15][C:16]=1[CH3:28], predict the reactants needed to synthesize it. The reactants are: [C:1]([O:5][C:6](=[O:8])[CH3:7])([CH3:4])([CH3:3])[CH3:2].[CH2:9]([C:11]([C:29]1[S:33][C:32]([S:34]([NH2:37])(=[O:36])=[O:35])=[C:31]([CH3:38])[CH:30]=1)([C:14]1[CH:19]=[CH:18][C:17]([O:20][CH2:21][CH:22]([OH:27])[C:23]([CH3:26])([CH3:25])[CH3:24])=[C:16]([CH3:28])[CH:15]=1)[CH2:12][CH3:13])[CH3:10].[Cr](O[Cr]([O-])(=O)=O)([O-])(=O)=O.[NH+]1C=CC=CC=1.[NH+]1C=CC=CC=1.CC(OC(C)=O)=O. (2) Given the product [NH2:9][C:10]1[S:11][CH2:12][C@@H:13]2[CH2:19][C@H:18]([CH3:20])[O:17][CH2:16][C@:14]2([C:21]2[S:22][CH:23]=[C:24]([NH:26][C:27]([C:29]3[CH:34]=[CH:33][C:32]([O:35][CH:36]([F:37])[F:38])=[CH:31][N:30]=3)=[O:28])[N:25]=2)[N:15]=1, predict the reactants needed to synthesize it. The reactants are: C([NH:9][C:10]1[S:11][CH2:12][C@@H:13]2[CH2:19][C@H:18]([CH3:20])[O:17][CH2:16][C@:14]2([C:21]2[S:22][CH:23]=[C:24]([NH:26][C:27]([C:29]3[CH:34]=[CH:33][C:32]([O:35][CH:36]([F:38])[F:37])=[CH:31][N:30]=3)=[O:28])[N:25]=2)[N:15]=1)(=O)C1C=CC=CC=1.N12CCCN=C1CCCCC2. (3) Given the product [NH2:1][C:2]1[N:6]([CH:7]2[CH2:12][CH2:11][CH2:10][N:9]([C:13]#[N:14])[CH2:8]2)[N:5]=[C:4]([C:15]2[CH:20]=[CH:19][C:18]([CH2:21][C:22]3[CH:23]=[CH:24][CH:25]=[CH:26][C:27]=3[Cl:32])=[CH:17][CH:16]=2)[C:3]=1[C:28]([NH2:30])=[O:29], predict the reactants needed to synthesize it. The reactants are: [NH2:1][C:2]1[N:6]([CH:7]2[CH2:12][CH2:11][CH2:10][N:9]([C:13]#[N:14])[CH2:8]2)[N:5]=[C:4]([C:15]2[CH:20]=[CH:19][C:18]([CH2:21][C:22]3[CH:27]=[CH:26][CH:25]=[CH:24][CH:23]=3)=[CH:17][CH:16]=2)[C:3]=1[C:28]([NH2:30])=[O:29].[Cl-].[Cl:32]C1C=CC=CC=1C[Zn+]. (4) Given the product [CH:11]1([C:9]2[O:10][C:6]3[C:5]([F:21])=[CH:4][C:3]([CH2:19][NH2:20])=[CH:2][C:7]=3[CH:8]=2)[CH2:12][CH2:13][CH2:14][CH2:15][CH2:16]1, predict the reactants needed to synthesize it. The reactants are: F[C:2]1[C:7]2[CH:8]=[C:9]([CH2:11][CH2:12][CH2:13][CH2:14][CH2:15][CH2:16]CC)[O:10][C:6]=2[CH:5]=[CH:4][C:3]=1[CH2:19][NH2:20].[F:21]C1C=C(C=C(I)C=1O)C#N.